Predict the product of the given reaction. From a dataset of Forward reaction prediction with 1.9M reactions from USPTO patents (1976-2016). (1) Given the reactants [CH2:1]([N:8]([CH3:13])[CH2:9][CH:10]1[CH2:12][O:11]1)[C:2]1[CH:7]=[CH:6][CH:5]=[CH:4][CH:3]=1.[CH3:14][C:15]1([CH3:22])[O:19][CH:18]([CH2:20][NH2:21])[CH2:17][O:16]1, predict the reaction product. The product is: [CH2:1]([N:8]([CH3:13])[CH2:9][CH:10]([OH:11])[CH2:12][NH:21][CH2:20][CH:18]1[CH2:17][O:16][C:15]([CH3:22])([CH3:14])[O:19]1)[C:2]1[CH:7]=[CH:6][CH:5]=[CH:4][CH:3]=1. (2) Given the reactants [F:1][C:2]([F:11])([F:10])[C:3]1[C:4](=O)[O:5][C:6](=[O:8])[CH:7]=1.Cl.Cl.[NH2:14][NH2:15], predict the reaction product. The product is: [F:1][C:2]([F:11])([F:10])[C:3]1[C:4](=[O:5])[NH:14][NH:15][C:6](=[O:8])[CH:7]=1. (3) Given the reactants [CH3:1][O:2][C:3]([C:5]1[N:6]([CH2:23][C:24]2[CH:29]=[CH:28][C:27]([S:30][CH3:31])=[CH:26][CH:25]=2)[C:7](=[O:22])[C:8]2[C:13]([C:14]=1[C:15]1[CH:20]=[CH:19][CH:18]=[CH:17][CH:16]=1)=[CH:12][C:11]([Br:21])=[CH:10][CH:9]=2)=[O:4].ClC1C=CC=C(C(OO)=[O:40])C=1, predict the reaction product. The product is: [CH3:1][O:2][C:3]([C:5]1[N:6]([CH2:23][C:24]2[CH:25]=[CH:26][C:27]([S:30]([CH3:31])=[O:40])=[CH:28][CH:29]=2)[C:7](=[O:22])[C:8]2[C:13]([C:14]=1[C:15]1[CH:20]=[CH:19][CH:18]=[CH:17][CH:16]=1)=[CH:12][C:11]([Br:21])=[CH:10][CH:9]=2)=[O:4]. (4) Given the reactants [CH2:1]([N:8]([CH2:19][CH2:20][C:21]1[CH:26]=[CH:25][C:24]([S:27]([C:30]2[CH:31]=[C:32]([OH:36])[CH:33]=[CH:34][CH:35]=2)(=[O:29])=[O:28])=[CH:23][CH:22]=1)[CH2:9][C@@H:10]([C:12]1[CH:17]=[CH:16][CH:15]=[C:14]([Cl:18])[CH:13]=1)[OH:11])[C:2]1[CH:7]=[CH:6][CH:5]=[CH:4][CH:3]=1.[C:37]1(=[O:41])[O:40][CH2:39][CH2:38]1.[CH3:42][C:43](C)([O-])C.[K+].Cl, predict the reaction product. The product is: [CH2:1]([N:8]([CH2:19][CH2:20][C:21]1[CH:26]=[CH:25][C:24]([S:27]([C:30]2[CH:31]=[C:32]([CH:33]=[CH:34][CH:35]=2)[O:36][CH2:42][CH2:43][C:37]([O:40][CH2:39][CH3:38])=[O:41])(=[O:29])=[O:28])=[CH:23][CH:22]=1)[CH2:9][CH:10]([C:12]1[CH:17]=[CH:16][CH:15]=[C:14]([Cl:18])[CH:13]=1)[OH:11])[C:2]1[CH:3]=[CH:4][CH:5]=[CH:6][CH:7]=1.